From a dataset of Peptide-MHC class I binding affinity with 185,985 pairs from IEDB/IMGT. Regression. Given a peptide amino acid sequence and an MHC pseudo amino acid sequence, predict their binding affinity value. This is MHC class I binding data. (1) The peptide sequence is ASMINDAPV. The MHC is H-2-Kb with pseudo-sequence H-2-Kb. The binding affinity (normalized) is 0.588. (2) The peptide sequence is PFPSQQPYL. The MHC is HLA-A23:01 with pseudo-sequence HLA-A23:01. The binding affinity (normalized) is 0.304. (3) The peptide sequence is SRLKPSSFK. The binding affinity (normalized) is 0.317. The MHC is HLA-A11:01 with pseudo-sequence HLA-A11:01. (4) The peptide sequence is RSIAMLKSK. The MHC is HLA-A33:01 with pseudo-sequence HLA-A33:01. The binding affinity (normalized) is 0. (5) The binding affinity (normalized) is 0.0847. The MHC is HLA-A02:11 with pseudo-sequence HLA-A02:11. The peptide sequence is VTFGARASF. (6) The MHC is Mamu-B01 with pseudo-sequence Mamu-B01. The peptide sequence is TDLEHDRV. The binding affinity (normalized) is 0.0374. (7) The peptide sequence is RRRKGWIPL. The MHC is HLA-A03:01 with pseudo-sequence HLA-A03:01. The binding affinity (normalized) is 0.213. (8) The peptide sequence is EFSSNVANY. The MHC is HLA-A23:01 with pseudo-sequence HLA-A23:01. The binding affinity (normalized) is 0.